From a dataset of CYP2D6 inhibition data for predicting drug metabolism from PubChem BioAssay. Regression/Classification. Given a drug SMILES string, predict its absorption, distribution, metabolism, or excretion properties. Task type varies by dataset: regression for continuous measurements (e.g., permeability, clearance, half-life) or binary classification for categorical outcomes (e.g., BBB penetration, CYP inhibition). Dataset: cyp2d6_veith. (1) The molecule is CCOC(=O)N1CCC(NC(=O)CCc2nc(C3=CCN(C)CC3)no2)CC1. The result is 0 (non-inhibitor). (2) The compound is O=C(c1cnccn1)N1CCC[C@@]2(CCN(Cc3cc(C(F)(F)F)cc(C(F)(F)F)c3)C2)C1. The result is 1 (inhibitor). (3) The compound is CCC(C)Nc1c([N+](=O)[O-])cc(C)cc1[N+](=O)[O-]. The result is 0 (non-inhibitor). (4) The molecule is Cc1c(Br)cc(C(=O)NC2CCCCC2)c(C)c1C. The result is 0 (non-inhibitor). (5) The drug is CCOC(=O)Nc1sc(C(=O)N(C)C)c(C)c1C(=O)OCC. The result is 0 (non-inhibitor). (6) The drug is OC[C@@H](O)CSc1ncnc2nc[nH]c12. The result is 0 (non-inhibitor). (7) The molecule is O=C(O)[C@@H](O)[C@@H](O)[C@@H](O[C@H]1O[C@@H](CO)[C@@H](O)[C@@H](O)[C@@H]1O)[C@@H](O)CO. The result is 0 (non-inhibitor).